Dataset: Forward reaction prediction with 1.9M reactions from USPTO patents (1976-2016). Task: Predict the product of the given reaction. (1) Given the reactants [H-].[H-].[H-].[H-].[Li+].[Al+3].[CH:7]([C:9]1[CH:14]=[C:13]([O:15][CH3:16])[C:12]([CH2:17][CH2:18][C:19](O)=[O:20])=[C:11]([O:22][CH3:23])[CH:10]=1)=[O:8].OCC1C=C(OC)C(CCC(O)=O)=C(OC)C=1, predict the reaction product. The product is: [OH:8][CH2:7][C:9]1[CH:10]=[C:11]([O:22][CH3:23])[C:12]([CH2:17][CH2:18][CH2:19][OH:20])=[C:13]([O:15][CH3:16])[CH:14]=1. (2) Given the reactants Br[C:2]1[N:7]=[C:6]([N:8]2[C:20]3[CH:19]=[CH:18][CH:17]=[CH:16][C:15]=3[C:14]3[C:9]2=[CH:10][CH:11]=[CH:12][CH:13]=3)[CH:5]=[CH:4][CH:3]=1.[C:21]1([P:27](Cl)([C:29]2[CH:34]=[CH:33][CH:32]=[CH:31][CH:30]=2)=[O:28])[CH:26]=[CH:25][CH:24]=[CH:23][CH:22]=1, predict the reaction product. The product is: [CH:19]1[C:20]2[N:8]([C:6]3[N:7]=[C:2]([P:27](=[O:28])([C:29]4[CH:30]=[CH:31][CH:32]=[CH:33][CH:34]=4)[C:21]4[CH:26]=[CH:25][CH:24]=[CH:23][CH:22]=4)[CH:3]=[CH:4][CH:5]=3)[C:9]3[C:14](=[CH:13][CH:12]=[CH:11][CH:10]=3)[C:15]=2[CH:16]=[CH:17][CH:18]=1. (3) Given the reactants [CH3:1][C@@:2]([S:23]([CH3:26])(=[O:25])=[O:24])([CH2:6][CH2:7][C:8]1[CH:13]=[CH:12][C:11]([B:14]2[O:18][C:17]([CH3:20])([CH3:19])[C:16]([CH3:22])([CH3:21])[O:15]2)=[CH:10][CH:9]=1)[C:3]([OH:5])=O.[O:27]1[CH2:32][CH2:31][CH2:30][CH2:29][CH:28]1[O:33][NH2:34].BrC1C=CC(CCC(C)(S(C)(=O)=O)C(NOC2CCCCO2)=O)=CC=1, predict the reaction product. The product is: [CH3:1][C@@:2]([S:23]([CH3:26])(=[O:24])=[O:25])([CH2:6][CH2:7][C:8]1[CH:13]=[CH:12][C:11]([B:14]2[O:15][C:16]([CH3:21])([CH3:22])[C:17]([CH3:20])([CH3:19])[O:18]2)=[CH:10][CH:9]=1)[C:3]([NH:34][O:33][CH:28]1[CH2:29][CH2:30][CH2:31][CH2:32][O:27]1)=[O:5]. (4) Given the reactants OC(C(F)(F)F)=O.[NH:8]1[CH2:11][CH:10]([NH:12][C:13](=[O:32])[CH2:14][NH:15][C:16]2[C:24]3[C:19](=[CH:20][CH:21]=[C:22]([C:25]([F:28])([F:27])[F:26])[CH:23]=3)[N:18]([CH2:29][CH2:30][OH:31])[N:17]=2)[CH2:9]1.[O:33]1[C:37]2[CH:38]=[CH:39][C:40]([CH:42]3[CH2:47][CH2:46][C:45](=O)[CH2:44][CH2:43]3)=[CH:41][C:36]=2[O:35][CH2:34]1, predict the reaction product. The product is: [O:33]1[C:37]2[CH:38]=[CH:39][C:40]([CH:42]3[CH2:47][CH2:46][CH:45]([N:8]4[CH2:11][CH:10]([NH:12][C:13](=[O:32])[CH2:14][NH:15][C:16]5[C:24]6[C:19](=[CH:20][CH:21]=[C:22]([C:25]([F:28])([F:27])[F:26])[CH:23]=6)[N:18]([CH2:29][CH2:30][OH:31])[N:17]=5)[CH2:9]4)[CH2:44][CH2:43]3)=[CH:41][C:36]=2[O:35][CH2:34]1.